This data is from Retrosynthesis with 50K atom-mapped reactions and 10 reaction types from USPTO. The task is: Predict the reactants needed to synthesize the given product. (1) Given the product COc1ccc(Cn2nc(-c3cnn(C(=O)OC(C)(C)C)c3)c3c(Oc4ccc(NC(=O)c5ccnn(-c6ccc(F)cc6)c5=O)cc4F)ccnc32)cc1, predict the reactants needed to synthesize it. The reactants are: CC(C)(C)OC(=O)n1cc(B2OC(C)(C)C(C)(C)O2)cn1.COc1ccc(Cn2nc(I)c3c(Oc4ccc(NC(=O)c5ccnn(-c6ccc(F)cc6)c5=O)cc4F)ccnc32)cc1. (2) Given the product COc1ccccc1N1CCNC(CNC(=O)c2ccc(NS(C)(=O)=O)cc2)C1, predict the reactants needed to synthesize it. The reactants are: COc1ccccc1N1CCN(Cc2ccccc2)C(CNC(=O)c2ccc(NS(C)(=O)=O)cc2)C1.